Dataset: Reaction yield outcomes from USPTO patents with 853,638 reactions. Task: Predict the reaction yield, written as a fraction of the theoretical maximum amount of product (1.0 means a 100% yield; for example, 0.34 means a 34% yield). (1) The reactants are [CH3:1][O:2][C:3]1[CH:12]=[CH:11][C:6]([C:7]([O:9][CH3:10])=[O:8])=[C:5](OS(C(F)(F)F)(=O)=O)[CH:4]=1.[CH3:21][CH:22]([CH3:26])[CH2:23][C:24]#[CH:25]. The catalyst is Cl[Pd](Cl)([P](C1C=CC=CC=1)(C1C=CC=CC=1)C1C=CC=CC=1)[P](C1C=CC=CC=1)(C1C=CC=CC=1)C1C=CC=CC=1.[Cu]I. The product is [CH3:1][O:2][C:3]1[CH:12]=[CH:11][C:6]([C:7]([O:9][CH3:10])=[O:8])=[C:5]([C:25]#[C:24][CH2:23][CH:22]([CH3:26])[CH3:21])[CH:4]=1. The yield is 0.980. (2) The reactants are [CH3:1][C:2]1([CH3:22])[C:6]([CH3:8])([CH3:7])[O:5][B:4]([C:9]2[CH2:14][CH2:13][N:12](C(OC(C)(C)C)=O)[CH2:11][CH:10]=2)[O:3]1.[CH3:23][S:24](Cl)(=[O:26])=[O:25]. The catalyst is Cl. The product is [CH3:23][S:24]([N:12]1[CH2:11][CH:10]=[C:9]([B:4]2[O:3][C:2]([CH3:22])([CH3:1])[C:6]([CH3:8])([CH3:7])[O:5]2)[CH2:14][CH2:13]1)(=[O:26])=[O:25]. The yield is 0.640. (3) No catalyst specified. The product is [Br:1][C:2]1[CH:3]=[N:4][N:5]2[C:10]([NH:11][C:12]3[CH:17]=[C:16]([CH3:18])[CH:15]=[CH:14][C:13]=3[CH3:19])=[C:9]([C:20]([N:28]3[CH2:29][CH2:30][C:25]([F:24])([C:31]4[CH:32]=[CH:33][CH:34]=[CH:35][CH:36]=4)[CH2:26][CH2:27]3)=[O:21])[CH:8]=[N:7][C:6]=12. The yield is 0.620. The reactants are [Br:1][C:2]1[CH:3]=[N:4][N:5]2[C:10]([NH:11][C:12]3[CH:17]=[C:16]([CH3:18])[CH:15]=[CH:14][C:13]=3[CH3:19])=[C:9]([C:20](O)=[O:21])[CH:8]=[N:7][C:6]=12.Cl.[F:24][C:25]1([C:31]2[CH:36]=[CH:35][CH:34]=[CH:33][CH:32]=2)[CH2:30][CH2:29][NH:28][CH2:27][CH2:26]1. (4) The reactants are Br[C:2]1[CH:3]=[CH:4][C:5]([N+:8]([O-:10])=[O:9])=[N:6][CH:7]=1.[C:11]([O:15][C:16]([N:18]1[CH2:23][CH2:22][NH:21][CH2:20][CH2:19]1)=[O:17])([CH3:14])([CH3:13])[CH3:12].CCN(C(C)C)C(C)C. The catalyst is CC#N. The product is [C:11]([O:15][C:16]([N:18]1[CH2:23][CH2:22][N:21]([C:2]2[CH:7]=[N:6][C:5]([N+:8]([O-:10])=[O:9])=[CH:4][CH:3]=2)[CH2:20][CH2:19]1)=[O:17])([CH3:14])([CH3:12])[CH3:13]. The yield is 0.800. (5) The reactants are [CH3:1][C:2]1[CH:10]=[CH:9][C:5]([C:6]([OH:8])=[O:7])=[CH:4][C:3]=1[N+:11]([O-:13])=[O:12].[CH3:14]O. No catalyst specified. The product is [CH3:14][O:7][C:6](=[O:8])[C:5]1[CH:9]=[CH:10][C:2]([CH3:1])=[C:3]([N+:11]([O-:13])=[O:12])[CH:4]=1. The yield is 0.990. (6) The reactants are [F:1][C:2]1[CH:7]=[C:6](I)[CH:5]=[CH:4][C:3]=1[N:9]1[C:13]([NH2:14])=[N:12][C:11]([NH:15][C:16]2[CH:21]=[CH:20][C:19]([N:22]3[CH2:27][CH2:26][O:25][CH2:24][CH2:23]3)=[CH:18][CH:17]=2)=[N:10]1.[Cu][C:29]#[N:30].O. The catalyst is CN(P(N(C)C)(N(C)C)=O)C. The product is [NH2:14][C:13]1[N:9]([C:3]2[CH:4]=[CH:5][C:6]([C:29]#[N:30])=[CH:7][C:2]=2[F:1])[N:10]=[C:11]([NH:15][C:16]2[CH:21]=[CH:20][C:19]([N:22]3[CH2:27][CH2:26][O:25][CH2:24][CH2:23]3)=[CH:18][CH:17]=2)[N:12]=1. The yield is 0.0900.